From a dataset of Forward reaction prediction with 1.9M reactions from USPTO patents (1976-2016). Predict the product of the given reaction. The product is: [N+:1]([C:4]1[CH:9]=[CH:8][C:7]([N:10]2[CH2:11][CH2:12][CH2:13][CH2:14]2)=[CH:6][C:5]=1[C:17]([F:20])([F:18])[F:19])([O-:3])=[O:2]. Given the reactants [N+:1]([C:4]1[CH:9]=[CH:8][C:7]([N:10]2[C:14](=O)[CH2:13][CH2:12][C:11]2=O)=[CH:6][C:5]=1[C:17]([F:20])([F:19])[F:18])([O-:3])=[O:2], predict the reaction product.